From a dataset of Reaction yield outcomes from USPTO patents with 853,638 reactions. Predict the reaction yield, written as a fraction of the theoretical maximum amount of product (1.0 means a 100% yield; for example, 0.34 means a 34% yield). (1) The reactants are [F:1][C:2]1[CH:3]=[C:4]([C:8]2[CH:9]=[C:10]([CH3:28])[C:11]([O:26][CH3:27])=[C:12]([CH:25]=2)[C:13]([NH:15][C:16]2[C:21]([CH3:22])=[CH:20][CH:19]=[C:18]([OH:23])[C:17]=2[CH3:24])=O)[CH:5]=[CH:6][CH:7]=1. The yield is 0.440. The product is [F:1][C:2]1[CH:3]=[C:4]([C:8]2[CH:9]=[C:10]([CH3:28])[C:11]([O:26][CH3:27])=[C:12]([CH2:13][NH:15][C:16]3[C:17]([CH3:24])=[C:18]([OH:23])[CH:19]=[CH:20][C:21]=3[CH3:22])[CH:25]=2)[CH:5]=[CH:6][CH:7]=1. The catalyst is C1COCC1. (2) The reactants are FC(F)(F)S(O[C:7]1[CH:8]2[CH2:15][CH:12]([CH2:13][CH:14]=1)[CH2:11][N:10]([C:16]([O:18][CH2:19][CH3:20])=[O:17])[CH2:9]2)(=O)=O.[N:23]1[CH:28]=[CH:27][CH:26]=[C:25](B(O)O)[CH:24]=1.[Cl-].[Li+]. The catalyst is C(COC)OC.C(=O)([O-])[O-].[Na+].[Na+]. The product is [N:23]1[CH:28]=[CH:27][CH:26]=[C:25]([C:7]2[CH:8]3[CH2:15][CH:12]([CH2:13][CH:14]=2)[CH2:11][N:10]([C:16]([O:18][CH2:19][CH3:20])=[O:17])[CH2:9]3)[CH:24]=1. The yield is 0.600. (3) The reactants are [CH:1]([C:3]1[N:4]=[C:5]([C:8]2[CH:13]=[CH:12][CH:11]=[CH:10][CH:9]=2)[NH:6][CH:7]=1)=[O:2].C(=O)([O-])O.[Na+].C1COCC1.Cl[C:25]([O:27][CH2:28][C:29]1[CH:34]=[CH:33][C:32]([N+:35]([O-:37])=[O:36])=[CH:31][CH:30]=1)=[O:26]. The catalyst is O1CCOCC1.C(OCC)(=O)C.O. The product is [N+:35]([C:32]1[CH:31]=[CH:30][C:29]([CH2:28][O:27][C:25]([N:6]2[CH:7]=[C:3]([CH:1]=[O:2])[N:4]=[C:5]2[C:8]2[CH:9]=[CH:10][CH:11]=[CH:12][CH:13]=2)=[O:26])=[CH:34][CH:33]=1)([O-:37])=[O:36]. The yield is 0.750. (4) The reactants are C(NC(C)C)(C)C.C([Li])CCC.[C:13]([O:17][C:18](=[O:29])[CH2:19][CH2:20][C:21]1([C:26]([OH:28])=[O:27])[CH2:25][CH2:24][CH2:23][CH2:22]1)([CH3:16])([CH3:15])[CH3:14].[CH3:30][O:31][CH2:32][C:33](OC)=[O:34].Cl. The catalyst is C1COCC1.O.COC(C)(C)C. The product is [C:13]([O:17][C:18]([CH:19]([C:33](=[O:34])[CH2:32][O:31][CH3:30])[CH2:20][C:21]1([C:26]([OH:28])=[O:27])[CH2:25][CH2:24][CH2:23][CH2:22]1)=[O:29])([CH3:16])([CH3:14])[CH3:15]. The yield is 0.490. (5) The reactants are [OH:1][C@H:2]1[CH2:7][CH2:6][C@H:5]([N:8]2[C:13](=[O:14])[C:12]([CH2:15][C:16]3[CH:21]=[CH:20][C:19]([C:22]4[C:23]([C:28]#[N:29])=[CH:24][CH:25]=[CH:26][CH:27]=4)=[CH:18][CH:17]=3)=[C:11]([CH2:30][CH2:31][CH3:32])[N:10]3[N:33]=[CH:34][N:35]=[C:9]23)[CH2:4][CH2:3]1.[N+](=[C:38]([CH2:44][CH:45]=[CH2:46])[C:39]([O:41][CH2:42][CH3:43])=[O:40])=[N-]. The catalyst is C1(C)C=CC=CC=1.C([O-])(=O)C.[Rh+2].C([O-])(=O)C. The product is [C:28]([C:23]1[CH:24]=[CH:25][CH:26]=[CH:27][C:22]=1[C:19]1[CH:20]=[CH:21][C:16]([CH2:15][C:12]2[C:13](=[O:14])[N:8]([C@H:5]3[CH2:6][CH2:7][C@H:2]([O:1][CH:38]([CH2:44][CH:45]=[CH2:46])[C:39]([O:41][CH2:42][CH3:43])=[O:40])[CH2:3][CH2:4]3)[C:9]3[N:10]([N:33]=[CH:34][N:35]=3)[C:11]=2[CH2:30][CH2:31][CH3:32])=[CH:17][CH:18]=1)#[N:29]. The yield is 0.410. (6) The reactants are O1CCCCC1[N:7]1[C:15]2[C:10](=[CH:11][C:12]([C:16]([NH2:18])=[O:17])=[CH:13][CH:14]=2)[C:9]([C:19]2[CH:24]=[CH:23][CH:22]=[C:21]([NH:25][C:26](=[O:35])[CH2:27][CH2:28][CH:29]3[CH2:34][CH2:33][CH2:32][NH:31][CH2:30]3)[CH:20]=2)=[N:8]1. The catalyst is C1(C)C=CC=CC=1. The product is [NH:31]1[CH2:32][CH2:33][CH2:34][CH:29]([CH2:28][CH2:27][C:26]([NH:25][C:21]2[CH:20]=[C:19]([C:9]3[C:10]4[C:15](=[CH:14][CH:13]=[C:12]([C:16]([NH2:18])=[O:17])[CH:11]=4)[NH:7][N:8]=3)[CH:24]=[CH:23][CH:22]=2)=[O:35])[CH2:30]1. The yield is 0.0700. (7) The reactants are [Cl:1][C:2]1[CH:3]=[C:4]([CH:8]=[CH:9][N:10]=1)[C:5](Cl)=[O:6].[NH2:11][C:12]1[CH:17]=[CH:16][CH:15]=[CH:14][CH:13]=1.CCN(C(C)C)C(C)C.O. The catalyst is ClCCCl. The product is [Cl:1][C:2]1[CH:3]=[C:4]([CH:8]=[CH:9][N:10]=1)[C:5]([NH:11][C:12]1[CH:17]=[CH:16][CH:15]=[CH:14][CH:13]=1)=[O:6]. The yield is 0.920. (8) The reactants are [C:1]([C:6]1[N:7]([CH2:17][CH2:18][NH:19]C(=O)OC(C)(C)C)[C:8]2[C:13]([CH:14]=1)=[CH:12][CH:11]=[C:10]([S:15][CH3:16])[CH:9]=2)(=[O:5])[CH:2]([CH3:4])[CH3:3].C(O)(C(F)(F)F)=O. The catalyst is C(Cl)Cl. The product is [NH2:19][CH2:18][CH2:17][N:7]1[C:8]2[C:13](=[CH:12][CH:11]=[C:10]([S:15][CH3:16])[CH:9]=2)[CH:14]=[C:6]1[C:1](=[O:5])[CH:2]([CH3:3])[CH3:4]. The yield is 1.00.